This data is from Full USPTO retrosynthesis dataset with 1.9M reactions from patents (1976-2016). The task is: Predict the reactants needed to synthesize the given product. (1) Given the product [CH2:1]([NH:3][C:4]([NH:5][C:6]1[N:11]=[CH:10][C:9]([C:12]2[CH:17]=[CH:16][N:15]=[C:14]([C:18]([NH:35][NH2:36])=[O:20])[CH:13]=2)=[C:8]([C:22]2[S:23][CH:24]=[C:25]([C:27]3[CH:32]=[CH:31][CH:30]=[CH:29][N:28]=3)[N:26]=2)[CH:7]=1)=[O:33])[CH3:2], predict the reactants needed to synthesize it. The reactants are: [CH2:1]([NH:3][C:4](=[O:33])[NH:5][C:6]1[N:11]=[CH:10][C:9]([C:12]2[CH:17]=[CH:16][N:15]=[C:14]([C:18]([O:20]C)=O)[CH:13]=2)=[C:8]([C:22]2[S:23][CH:24]=[C:25]([C:27]3[CH:32]=[CH:31][CH:30]=[CH:29][N:28]=3)[N:26]=2)[CH:7]=1)[CH3:2].O.[NH2:35][NH2:36]. (2) Given the product [CH2:25]([N:5]([CH2:1][CH2:2][CH2:3][CH3:4])[C:6]1[CH:11]=[CH:10][C:9]([CH:12]=[CH:13][CH:14]=[CH:15][C:16]2[S:20][C:19]([CH:21]=[CH:36][C:35]3[C:34]([C:41]4[CH:46]=[CH:45][CH:44]=[CH:43][CH:42]=4)([C:37]([F:40])([F:38])[F:39])[O:33][C:32](=[C:47]([C:50]#[N:51])[C:48]#[N:49])[C:31]=3[C:29]#[N:30])=[CH:18][CH:17]=2)=[C:8]([O:23][CH3:24])[CH:7]=1)[CH2:26][CH2:27][CH3:28], predict the reactants needed to synthesize it. The reactants are: [CH2:1]([N:5]([CH2:25][CH2:26][CH2:27][CH3:28])[C:6]1[CH:11]=[CH:10][C:9]([CH:12]=[CH:13][CH:14]=[CH:15][C:16]2[S:20][C:19]([CH:21]=O)=[CH:18][CH:17]=2)=[C:8]([O:23][CH3:24])[CH:7]=1)[CH2:2][CH2:3][CH3:4].[C:29]([C:31]1[C:32](=[C:47]([C:50]#[N:51])[C:48]#[N:49])[O:33][C:34]([C:41]2[CH:46]=[CH:45][CH:44]=[CH:43][CH:42]=2)([C:37]([F:40])([F:39])[F:38])[C:35]=1[CH3:36])#[N:30]. (3) Given the product [NH2:16][C:12]1[CH:11]=[CH:10][N:9]([C@H:2]2[O:3][C@@H:4]([CH2:7][OH:8])[S:5][CH2:1]2)[C:14](=[O:15])[N:13]=1, predict the reactants needed to synthesize it. The reactants are: [CH2:1]1[S:5](=O)[C@H:4]([CH2:7][OH:8])[O:3][C@@H:2]1[N:9]1[C:14](=[O:15])[N:13]=[C:12]([NH2:16])[CH:11]=[CH:10]1.